The task is: Predict the reaction yield, written as a fraction of the theoretical maximum amount of product (1.0 means a 100% yield; for example, 0.34 means a 34% yield).. This data is from Reaction yield outcomes from USPTO patents with 853,638 reactions. The reactants are [C:1]1([P:7]([C:28]2[CH:33]=[CH:32][CH:31]=[CH:30][CH:29]=2)[C:8]2[CH:9]=[CH:10][CH:11]=[C:12]3[C:17]=2[NH:16][CH:15]([C:18]2[C:27]4[C:22](=[CH:23][CH:24]=[CH:25][CH:26]=4)[CH:21]=[CH:20][CH:19]=2)[CH:14]=[CH:13]3)[CH:6]=[CH:5][CH:4]=[CH:3][CH:2]=1.[OH:34]O. The catalyst is C(Cl)Cl. The product is [C:28]1([P:7]([C:1]2[CH:2]=[CH:3][CH:4]=[CH:5][CH:6]=2)([C:8]2[CH:9]=[CH:10][CH:11]=[C:12]3[C:17]=2[NH:16][CH:15]([C:18]2[C:27]4[C:22](=[CH:23][CH:24]=[CH:25][CH:26]=4)[CH:21]=[CH:20][CH:19]=2)[CH:14]=[CH:13]3)=[O:34])[CH:29]=[CH:30][CH:31]=[CH:32][CH:33]=1. The yield is 0.910.